From a dataset of NCI-60 drug combinations with 297,098 pairs across 59 cell lines. Regression. Given two drug SMILES strings and cell line genomic features, predict the synergy score measuring deviation from expected non-interaction effect. (1) Drug 1: COC1=CC(=CC(=C1O)OC)C2C3C(COC3=O)C(C4=CC5=C(C=C24)OCO5)OC6C(C(C7C(O6)COC(O7)C8=CC=CS8)O)O. Drug 2: C1C(C(OC1N2C=NC3=C(N=C(N=C32)Cl)N)CO)O. Cell line: RXF 393. Synergy scores: CSS=25.6, Synergy_ZIP=-4.45, Synergy_Bliss=-0.568, Synergy_Loewe=0.909, Synergy_HSA=1.52. (2) Drug 1: COC1=CC(=CC(=C1O)OC)C2C3C(COC3=O)C(C4=CC5=C(C=C24)OCO5)OC6C(C(C7C(O6)COC(O7)C8=CC=CS8)O)O. Drug 2: C1=CC=C(C(=C1)C(C2=CC=C(C=C2)Cl)C(Cl)Cl)Cl. Cell line: NCI-H522. Synergy scores: CSS=31.4, Synergy_ZIP=-6.22, Synergy_Bliss=-1.30, Synergy_Loewe=-24.1, Synergy_HSA=-0.447. (3) Drug 1: C1CCC(C1)C(CC#N)N2C=C(C=N2)C3=C4C=CNC4=NC=N3. Drug 2: CCC1(CC2CC(C3=C(CCN(C2)C1)C4=CC=CC=C4N3)(C5=C(C=C6C(=C5)C78CCN9C7C(C=CC9)(C(C(C8N6C)(C(=O)OC)O)OC(=O)C)CC)OC)C(=O)OC)O.OS(=O)(=O)O. Cell line: NCI-H460. Synergy scores: CSS=23.6, Synergy_ZIP=1.78, Synergy_Bliss=1.16, Synergy_Loewe=-18.1, Synergy_HSA=-0.285. (4) Cell line: RPMI-8226. Drug 1: CC1C(C(CC(O1)OC2CC(OC(C2O)C)OC3=CC4=CC5=C(C(=O)C(C(C5)C(C(=O)C(C(C)O)O)OC)OC6CC(C(C(O6)C)O)OC7CC(C(C(O7)C)O)OC8CC(C(C(O8)C)O)(C)O)C(=C4C(=C3C)O)O)O)O. Synergy scores: CSS=54.4, Synergy_ZIP=0.616, Synergy_Bliss=0.578, Synergy_Loewe=-31.9, Synergy_HSA=-0.0471. Drug 2: CN(C(=O)NC(C=O)C(C(C(CO)O)O)O)N=O.